Task: Predict which catalyst facilitates the given reaction.. Dataset: Catalyst prediction with 721,799 reactions and 888 catalyst types from USPTO (1) Reactant: C([O:8][C:9](=[O:20])[C:10]([NH:12][C:13]([O:15][C:16]([CH3:19])([CH3:18])[CH3:17])=[O:14])=[CH2:11])C1C=CC=CC=1.N[C@H](C(O)=O)C[OH:24].[OH-].[Na+].CC(OC(OC(OC(C)(C)C)=O)=O)(C)C. Product: [C:13]([NH:12][CH:10]([C:9]([OH:8])=[O:20])[CH2:11][OH:24])([O:15][C:16]([CH3:19])([CH3:18])[CH3:17])=[O:14]. The catalyst class is: 38. (2) Reactant: Cl[C:2]1[CH:11]=[CH:10][C:9]2[C:4](=[CH:5][CH:6]=[C:7]([N+:12]([O-:14])=[O:13])[CH:8]=2)[N:3]=1.C1(C)C=CC(S(O)(=O)=O)=CC=1.[CH:26]12[CH2:33][CH2:32][CH:29]([CH2:30][CH2:31]1)[CH2:28][NH:27]2.C(=O)(O)[O-].[Na+]. Product: [CH:26]12[CH2:33][CH2:32][CH:29]([CH2:30][CH2:31]1)[CH2:28][N:27]2[C:2]1[CH:11]=[CH:10][C:9]2[C:4](=[CH:5][CH:6]=[C:7]([N+:12]([O-:14])=[O:13])[CH:8]=2)[N:3]=1. The catalyst class is: 8. (3) Reactant: [NH2:1][C:2]1[C:3](=[O:8])[NH:4][CH:5]=[CH:6][CH:7]=1.C(O[CH:12]=[C:13]([C:19]([O:21][CH2:22][CH3:23])=[O:20])[C:14]([O:16][CH2:17][CH3:18])=[O:15])C.CCOCC. Product: [O:8]=[C:3]1[C:2]([NH:1][CH:12]=[C:13]([C:14]([O:16][CH2:17][CH3:18])=[O:15])[C:19]([O:21][CH2:22][CH3:23])=[O:20])=[CH:7][CH:6]=[CH:5][NH:4]1. The catalyst class is: 32.